This data is from Forward reaction prediction with 1.9M reactions from USPTO patents (1976-2016). The task is: Predict the product of the given reaction. The product is: [S:1]([C:5]([C:8]([C:11]([C:14]([F:15])([F:16])[F:17])([F:12])[F:13])([F:10])[F:9])([F:7])[F:6])([O-:4])(=[O:3])=[O:2].[C:36]([O:18][C:19]1[C:20]([CH3:29])=[CH:21][C:22]([S+:26]([CH3:27])[CH3:28])=[CH:23][C:24]=1[CH3:25])(=[O:38])[CH3:37]. Given the reactants [S:1]([C:5]([C:8]([C:11]([C:14]([F:17])([F:16])[F:15])([F:13])[F:12])([F:10])[F:9])([F:7])[F:6])([O-:4])(=[O:3])=[O:2].[OH:18][C:19]1[C:24]([CH3:25])=[CH:23][C:22]([S+:26]([CH3:28])[CH3:27])=[CH:21][C:20]=1[CH3:29].C(=O)([O-])[O-].[K+].[K+].[C:36](OC(=O)C)(=[O:38])[CH3:37], predict the reaction product.